From a dataset of Full USPTO retrosynthesis dataset with 1.9M reactions from patents (1976-2016). Predict the reactants needed to synthesize the given product. (1) Given the product [O:27]=[C:9]1[NH:8][CH:7]([C:6]([O:5][C:1]([CH3:2])([CH3:3])[CH3:4])=[O:22])[CH2:19][C@@H:20]2[C@H:16]1[CH2:21]2, predict the reactants needed to synthesize it. The reactants are: [C:1]([O:5][C:6](=[O:22])[CH2:7][N:8]=[C:9]([C:16]1[CH:21]=[CH:20][CH:19]=CC=1)C1C=CC=CC=1)([CH3:4])([CH3:3])[CH3:2].CC([O-:27])(C)C.[K+].IC[C@H]1C[C@H]1C(OC)=O. (2) Given the product [CH2:29]([O:28][C:25]1[CH:26]=[CH:27][C:22]([S:19]([C:6]2([C:4]([OH:5])=[O:3])[CH2:7][CH2:8][N:9]([CH2:12][C:13]3[CH:18]=[CH:17][N:16]=[CH:15][CH:14]=3)[CH2:10][CH2:11]2)(=[O:20])=[O:21])=[CH:23][CH:24]=1)[CH2:30][CH2:31][CH3:32], predict the reactants needed to synthesize it. The reactants are: C([O:3][C:4]([C:6]1([S:19]([C:22]2[CH:27]=[CH:26][C:25]([O:28][CH2:29][CH2:30][CH2:31][CH3:32])=[CH:24][CH:23]=2)(=[O:21])=[O:20])[CH2:11][CH2:10][N:9]([CH2:12][C:13]2[CH:18]=[CH:17][N:16]=[CH:15][CH:14]=2)[CH2:8][CH2:7]1)=[O:5])C.CO.[OH-].[Na+]. (3) The reactants are: [CH3:1][N:2]1[CH2:7][CH2:6][N:5]([CH2:8][CH2:9][O:10][C:11]2[CH:16]=[CH:15][N:14]3[C:17]([C:20]([O-:22])=O)=[CH:18][N:19]=[C:13]3[CH:12]=2)[CH2:4][CH2:3]1.[Li+].C(Cl)(=O)C(Cl)=O.[CH2:30]([N:37]1[C:45]2[CH:44]=[CH:43][CH:42]=[C:41]([NH2:46])[C:40]=2[CH:39]=[N:38]1)[C:31]1[CH:36]=[CH:35][CH:34]=[CH:33][CH:32]=1.CCN(C(C)C)C(C)C. Given the product [CH2:30]([N:37]1[C:45]2[C:40](=[C:41]([NH:46][C:20]([C:17]3[N:14]4[CH:15]=[CH:16][C:11]([O:10][CH2:9][CH2:8][N:5]5[CH2:6][CH2:7][N:2]([CH3:1])[CH2:3][CH2:4]5)=[CH:12][C:13]4=[N:19][CH:18]=3)=[O:22])[CH:42]=[CH:43][CH:44]=2)[CH:39]=[N:38]1)[C:31]1[CH:32]=[CH:33][CH:34]=[CH:35][CH:36]=1, predict the reactants needed to synthesize it. (4) Given the product [CH3:1][N:2]1[C:6]([CH3:7])=[C:5](/[CH:8]=[CH:9]/[C:10]([OH:12])=[O:11])[CH:4]=[N:3]1, predict the reactants needed to synthesize it. The reactants are: [CH3:1][N:2]1[C:6]([CH3:7])=[C:5](/[CH:8]=[CH:9]/[C:10]([O:12]CC)=[O:11])[CH:4]=[N:3]1.[OH-].[Na+].Cl. (5) Given the product [CH2:51]([N:58]1[CH2:63][CH2:62][N:61]([C:25](=[O:27])[CH2:24][NH:23][C:21](=[O:22])[C:20]2[CH:19]=[CH:18][C:17]([O:10][C:11]3[CH:12]=[CH:13][CH:14]=[CH:15][CH:16]=3)=[CH:29][CH:28]=2)[CH2:60][CH2:59]1)[C:52]1[CH:53]=[CH:54][CH:55]=[CH:56][CH:57]=1, predict the reactants needed to synthesize it. The reactants are: CCN(C(C)C)C(C)C.[O:10]([C:17]1[CH:29]=[CH:28][C:20]([C:21]([NH:23][CH2:24][C:25]([OH:27])=O)=[O:22])=[CH:19][CH:18]=1)[C:11]1[CH:16]=[CH:15][CH:14]=[CH:13][CH:12]=1.CCN=C=NCCCN(C)C.C1C=CC2N(O)N=NC=2C=1.[CH2:51]([N:58]1[CH2:63][CH2:62][NH:61][CH2:60][CH2:59]1)[C:52]1[CH:57]=[CH:56][CH:55]=[CH:54][CH:53]=1. (6) Given the product [OH:36][C:40]([CH3:39])([CH3:31])[CH2:17][CH:14]1[S:13][C:12]([C:9]2[NH:10][C:11]3[C:7]([CH:8]=2)=[CH:6][CH:5]=[CH:4][C:3]=3[N:2]([CH3:1])[S:23]([C:26]2[S:27][CH:28]=[CH:29][CH:30]=2)(=[O:24])=[O:25])=[N:16][CH2:15]1, predict the reactants needed to synthesize it. The reactants are: [CH3:1][N:2]([S:23]([C:26]1[S:27][CH:28]=[CH:29][CH:30]=1)(=[O:25])=[O:24])[C:3]1[CH:4]=[CH:5][CH:6]=[C:7]2[C:11]=1[NH:10][C:9]([C:12]1[S:13][CH:14]([CH2:17]C(OCC)=O)[CH2:15][N:16]=1)=[CH:8]2.[CH3:31][Mg]Br.[Cl-].[NH4+].[O:36]1[CH2:40][CH2:39]CC1.